From a dataset of Forward reaction prediction with 1.9M reactions from USPTO patents (1976-2016). Predict the product of the given reaction. (1) Given the reactants [F:1][C:2]([F:13])([F:12])[C:3]1[NH:4][C:5]2[CH:11]=[CH:10][CH:9]=[CH:8][C:6]=2[N:7]=1.[H-].[Na+].Br[CH2:17][CH2:18][CH2:19][CH2:20][B:21]([OH:23])[OH:22], predict the reaction product. The product is: [F:13][C:2]([F:1])([F:12])[C:3]1[N:4]([CH2:17][CH2:18][CH2:19][CH2:20][B:21]([OH:23])[OH:22])[C:5]2[CH:11]=[CH:10][CH:9]=[CH:8][C:6]=2[N:7]=1. (2) Given the reactants [C:1]1([C:7]2[N:8]=[C:9]3[C:15]4[CH:16]=[CH:17][CH:18]=[CH:19][C:14]=4[NH:13][C:12]4[N:20]=[CH:21][CH:22]=[CH:23][C:11]=4[N:10]3[C:24]=2[C:25]2[CH:30]=[CH:29][C:28]([C@@H:31]([NH:33]C(=O)OC(C)(C)C)[CH3:32])=[CH:27][CH:26]=2)[CH:6]=[CH:5][CH:4]=[CH:3][CH:2]=1.[ClH:41], predict the reaction product. The product is: [ClH:41].[C:1]1([C:7]2[N:8]=[C:9]3[C:15]4[CH:16]=[CH:17][CH:18]=[CH:19][C:14]=4[NH:13][C:12]4[N:20]=[CH:21][CH:22]=[CH:23][C:11]=4[N:10]3[C:24]=2[C:25]2[CH:26]=[CH:27][C:28]([C@@H:31]([NH2:33])[CH3:32])=[CH:29][CH:30]=2)[CH:2]=[CH:3][CH:4]=[CH:5][CH:6]=1. (3) The product is: [F:25][C:23]([F:24])([F:26])[S:20]([C:17]1[CH:18]=[CH:19][C:14]([C:2]2[CH:12]=[CH:11][C:5]3[NH:6][C:7](=[O:10])[CH2:8][S:9][C:4]=3[CH:3]=2)=[CH:15][CH:16]=1)(=[O:21])=[O:22]. Given the reactants Br[C:2]1[CH:12]=[CH:11][C:5]2[NH:6][C:7](=[O:10])[CH2:8][S:9][C:4]=2[CH:3]=1.Cl[C:14]1[CH:19]=[CH:18][C:17]([S:20]([C:23]([F:26])([F:25])[F:24])(=[O:22])=[O:21])=[CH:16][CH:15]=1, predict the reaction product. (4) Given the reactants [F:1][C:2]([F:32])([F:31])[O:3][C:4]1[CH:5]=[C:6]([CH:28]=[CH:29][CH:30]=1)[CH2:7][NH:8][C:9]([C:11]1[N:12]=[N:13][N:14]([CH2:16][CH2:17][CH2:18][CH2:19][N:20]2[CH:24]=[C:23]([C:25]([OH:27])=O)[N:22]=[N:21]2)[CH:15]=1)=[O:10].Cl.Cl.[F:35][C:36]([F:46])([F:45])[C:37]1[CH:38]=[C:39]([CH2:43][NH2:44])[CH:40]=[N:41][CH:42]=1.CN(C(ON1N=NC2C=CC=NC1=2)=[N+](C)C)C.F[P-](F)(F)(F)(F)F.CCN(C(C)C)C(C)C, predict the reaction product. The product is: [F:32][C:2]([F:1])([F:31])[O:3][C:4]1[CH:5]=[C:6]([CH:28]=[CH:29][CH:30]=1)[CH2:7][NH:8][C:9]([C:11]1[N:12]=[N:13][N:14]([CH2:16][CH2:17][CH2:18][CH2:19][N:20]2[CH:24]=[C:23]([C:25](=[O:27])[NH:44][CH2:43][C:39]3[CH:40]=[N:41][CH:42]=[C:37]([C:36]([F:46])([F:35])[F:45])[CH:38]=3)[N:22]=[N:21]2)[CH:15]=1)=[O:10]. (5) Given the reactants [Cl:1][C:2]1[N:3]=[CH:4][N:5](COCC[Si](C)(C)C)[C:6]=1[C:7]([NH:9][CH2:10][C:11]1[CH:16]=[CH:15][C:14]([Cl:17])=[C:13]([O:18][C:19]2[CH:24]=[C:23]([CH2:25][CH3:26])[CH:22]=[C:21]([Cl:27])[CH:20]=2)[C:12]=1[F:28])=[O:8].C(O)(C(F)(F)F)=O, predict the reaction product. The product is: [Cl:1][C:2]1[N:3]=[CH:4][NH:5][C:6]=1[C:7]([NH:9][CH2:10][C:11]1[CH:16]=[CH:15][C:14]([Cl:17])=[C:13]([O:18][C:19]2[CH:24]=[C:23]([CH2:25][CH3:26])[CH:22]=[C:21]([Cl:27])[CH:20]=2)[C:12]=1[F:28])=[O:8]. (6) Given the reactants [CH:1]([C:4]1[CH:8]=[CH:7][N:6]([C:9]2[CH:18]=[C:17]([O:19][CH:20]3[CH2:37][CH:36]4[CH:22]([C:23](=[O:43])[N:24]([CH3:42])[CH2:25][CH2:26][CH2:27][CH2:28][CH:29]=[CH:30][CH:31]5[C:33]([C:39](O)=[O:40])([NH:34][C:35]4=[O:38])[CH2:32]5)[CH2:21]3)[C:16]3[C:11](=[C:12]([CH3:46])[C:13]([O:44][CH3:45])=[CH:14][CH:15]=3)[N:10]=2)[N:5]=1)([CH3:3])[CH3:2].[CH:47]1([S:50]([NH2:53])(=[O:52])=[O:51])[CH2:49][CH2:48]1.ClC1C(OC)=CC=C2C=1N=C(C1SC=C(C(C)C)N=1)C=C2OC1CC2C(C(=O)N(C)CCCCC=CC3C(C(NS(C4CC4)(=O)=O)=O)(NC2=O)C3)C1, predict the reaction product. The product is: [CH:1]([C:4]1[CH:8]=[CH:7][N:6]([C:9]2[CH:18]=[C:17]([O:19][CH:20]3[CH2:37][CH:36]4[CH:22]([C:23](=[O:43])[N:24]([CH3:42])[CH2:25][CH2:26][CH2:27][CH2:28][CH:29]=[CH:30][CH:31]5[C:33]([C:39]([NH:53][S:50]([CH:47]6[CH2:49][CH2:48]6)(=[O:52])=[O:51])=[O:40])([NH:34][C:35]4=[O:38])[CH2:32]5)[CH2:21]3)[C:16]3[C:11](=[C:12]([CH3:46])[C:13]([O:44][CH3:45])=[CH:14][CH:15]=3)[N:10]=2)[N:5]=1)([CH3:3])[CH3:2]. (7) Given the reactants [I:1][C:2]1[CH:10]=[C:9]2[C:5]([C:6]([C:11]([OH:14])([CH3:13])[CH3:12])=[N:7][NH:8]2)=[CH:4][CH:3]=1.[H-].[Na+].Cl[C:18]1[C:23]([Cl:24])=[CH:22][N:21]=[C:20]([NH2:25])[N:19]=1, predict the reaction product. The product is: [NH2:25][C:20]1[N:21]=[C:22]([N:8]2[C:9]3[C:5](=[CH:4][CH:3]=[C:2]([I:1])[CH:10]=3)[C:6]([C:11]([OH:14])([CH3:12])[CH3:13])=[N:7]2)[C:23]([Cl:24])=[CH:18][N:19]=1.